From a dataset of Forward reaction prediction with 1.9M reactions from USPTO patents (1976-2016). Predict the product of the given reaction. The product is: [CH3:21][S:18]([C:13]1[CH:14]=[CH:15][CH:16]=[CH:17][C:12]=1[CH2:11][NH:10][C:6]1[C:5]2[N:4]([N:3]=[C:2]([NH:33][C:32]3[CH:34]=[CH:35][CH:36]=[C:30]([N:27]4[CH2:26][CH2:25][N:24]([CH3:23])[CH2:29][CH2:28]4)[CH:31]=3)[N:22]=2)[CH:9]=[CH:8][CH:7]=1)(=[O:20])=[O:19]. Given the reactants Cl[C:2]1[N:22]=[C:5]2[C:6]([NH:10][CH2:11][C:12]3[CH:17]=[CH:16][CH:15]=[CH:14][C:13]=3[S:18]([CH3:21])(=[O:20])=[O:19])=[CH:7][CH:8]=[CH:9][N:4]2[N:3]=1.[CH3:23][N:24]1[CH2:29][CH2:28][N:27]([C:30]2[CH:31]=[C:32]([CH:34]=[CH:35][CH:36]=2)[NH2:33])[CH2:26][CH2:25]1.C1(P(C2CCCCC2)C2C=CC=CC=2C2C=CC=CC=2P(C2CCCCC2)C2CCCCC2)CCCCC1, predict the reaction product.